Dataset: Forward reaction prediction with 1.9M reactions from USPTO patents (1976-2016). Task: Predict the product of the given reaction. (1) Given the reactants C([N:8]([CH2:29][CH:30]([C:32]1[O:33][C:34]2[CH:40]=[CH:39][C:38]([O:41][CH2:42][CH2:43][O:44][CH:45]3[CH2:49][CH2:48][CH2:47][CH2:46]3)=[CH:37][C:35]=2[CH:36]=1)[OH:31])[CH2:9][CH2:10][NH:11][C:12]([NH:14][C:15]1[CH:20]=[CH:19][C:18]([O:21]CC2C=CC=CC=2)=[CH:17][CH:16]=1)=[O:13])C1C=CC=CC=1.C(Cl)(Cl)Cl, predict the reaction product. The product is: [CH:45]1([O:44][CH2:43][CH2:42][O:41][C:38]2[CH:39]=[CH:40][C:34]3[O:33][C:32]([CH:30]([OH:31])[CH2:29][NH:8][CH2:9][CH2:10][NH:11][C:12]([NH:14][C:15]4[CH:16]=[CH:17][C:18]([OH:21])=[CH:19][CH:20]=4)=[O:13])=[CH:36][C:35]=3[CH:37]=2)[CH2:49][CH2:48][CH2:47][CH2:46]1. (2) Given the reactants [Cl:1][C:2]1[CH:10]=[C:9]([C:11]2[CH2:15][C:14]([C:20]3[CH:25]=[C:24]([Cl:26])[CH:23]=[C:22]([Cl:27])[CH:21]=3)([C:16]([F:19])([F:18])[F:17])[S:13][N:12]=2)[CH:8]=[CH:7][C:3]=1[C:4]([NH2:6])=[O:5].[CH3:28]OC(OC)N(C)C.Cl.[CH3:37][O:38][NH2:39].[OH-].[Na+], predict the reaction product. The product is: [Cl:1][C:2]1[CH:10]=[C:9]([C:11]2[CH2:15][C:14]([C:20]3[CH:21]=[C:22]([Cl:27])[CH:23]=[C:24]([Cl:26])[CH:25]=3)([C:16]([F:19])([F:18])[F:17])[S:13][N:12]=2)[CH:8]=[CH:7][C:3]=1[C:4]([NH:6]/[CH:28]=[N:39]/[O:38][CH3:37])=[O:5]. (3) Given the reactants [CH:1]1([CH2:6][CH:7]([C:16]2[CH:21]=[CH:20][C:19]([S:22]([CH3:25])(=[O:24])=[O:23])=[C:18]([N+:26]([O-])=[O:27])[CH:17]=2)[C:8]([NH:10][C:11]2[S:12][CH:13]=[CH:14][N:15]=2)=[O:9])[CH2:5][CH2:4][CH2:3][CH2:2]1.[H][H], predict the reaction product. The product is: [CH:1]1([CH2:6][CH:7]([C:16]2[CH:21]=[CH:20][C:19]([S:22]([CH3:25])(=[O:23])=[O:24])=[C:18]([NH:26][OH:27])[CH:17]=2)[C:8]([NH:10][C:11]2[S:12][CH:13]=[CH:14][N:15]=2)=[O:9])[CH2:5][CH2:4][CH2:3][CH2:2]1. (4) Given the reactants Br[C:2]1[CH:3]=[C:4]2[C:9](=[CH:10][CH:11]=1)[N:8]=[C:7]([CH3:12])[C:6]([C:13](=[O:18])[C:14]([F:17])([F:16])[F:15])=[C:5]2[C:19]1[CH:24]=[CH:23][C:22]([F:25])=[CH:21][CH:20]=1.[NH:26]1[CH2:32][CH2:31][CH2:30][CH2:29][CH2:28][CH2:27]1, predict the reaction product. The product is: [N:26]1([C:2]2[CH:3]=[C:4]3[C:9](=[CH:10][CH:11]=2)[N:8]=[C:7]([CH3:12])[C:6]([C:13](=[O:18])[C:14]([F:17])([F:16])[F:15])=[C:5]3[C:19]2[CH:24]=[CH:23][C:22]([F:25])=[CH:21][CH:20]=2)[CH2:32][CH2:31][CH2:30][CH2:29][CH2:28][CH2:27]1. (5) The product is: [F:28][C:22]1[CH:23]=[CH:24][CH:25]=[C:26]([F:27])[C:21]=1[O:20][C:18]1[CH2:19][N:15]([CH:5]([CH2:6][C:7]2[C:8]([F:14])=[CH:9][CH:10]=[CH:11][C:12]=2[F:13])[C:4]([OH:30])=[O:3])[C:16](=[O:29])[CH:17]=1. Given the reactants C([O:3][C:4](=[O:30])[CH:5]([N:15]1[CH2:19][C:18]([O:20][C:21]2[C:26]([F:27])=[CH:25][CH:24]=[CH:23][C:22]=2[F:28])=[CH:17][C:16]1=[O:29])[CH2:6][C:7]1[C:12]([F:13])=[CH:11][CH:10]=[CH:9][C:8]=1[F:14])C.O.[OH-].[Li+].Cl, predict the reaction product. (6) Given the reactants [CH3:1][NH:2][C:3]1[CH:4]=[C:5]([CH:9]=[CH:10][C:11]=1[OH:12])[C:6](O)=[O:7].COC1N=C(N)C=C(OC)[N:16]=1, predict the reaction product. The product is: [CH3:1][NH:2][C:3]1[CH:4]=[C:5]([CH:9]=[CH:10][C:11]=1[OH:12])[C:6]([NH2:16])=[O:7].